This data is from Full USPTO retrosynthesis dataset with 1.9M reactions from patents (1976-2016). The task is: Predict the reactants needed to synthesize the given product. Given the product [CH:69]1([NH:72][CH2:73][C@@H:74]2[CH2:78][CH2:77][CH2:76][N:75]2[C:32](=[O:34])[CH2:31][CH2:30][C:26]2[C:25]([CH3:35])=[C:24](/[CH:23]=[C:16]3\[C:17](=[O:22])[NH:18][C:19]4[C:15]\3=[CH:14][C:13]([S:10]([CH2:9][C:3]3[C:2]([Cl:1])=[CH:7][CH:6]=[CH:5][C:4]=3[Cl:8])(=[O:12])=[O:11])=[CH:21][CH:20]=4)[NH:28][C:27]=2[CH3:29])[CH2:71][CH2:70]1, predict the reactants needed to synthesize it. The reactants are: [Cl:1][C:2]1[CH:7]=[CH:6][CH:5]=[C:4]([Cl:8])[C:3]=1[CH2:9][S:10]([C:13]1[CH:14]=[C:15]2[C:19](=[CH:20][CH:21]=1)[NH:18][C:17](=[O:22])/[C:16]/2=[CH:23]\[C:24]1[NH:28][C:27]([CH3:29])=[C:26]([CH2:30][CH2:31][C:32]([OH:34])=O)[C:25]=1[CH3:35])(=[O:12])=[O:11].CCN(C(C)C)C(C)C.CN(C(ON1N=NC2C=CC=NC1=2)=[N+](C)C)C.F[P-](F)(F)(F)(F)F.[CH:69]1([NH:72][CH2:73][C@@H:74]2[CH2:78][CH2:77][CH2:76][NH:75]2)[CH2:71][CH2:70]1.